The task is: Predict the reaction yield, written as a fraction of the theoretical maximum amount of product (1.0 means a 100% yield; for example, 0.34 means a 34% yield).. This data is from Reaction yield outcomes from USPTO patents with 853,638 reactions. (1) The reactants are [CH3:1][C:2]1[CH:3]=[C:4]([CH:8]=[CH:9][C:10]=1[C:11]([N:13]1[CH2:17][CH2:16][CH2:15][CH2:14]1)=[O:12])[C:5]([OH:7])=O.CN(C(ON1N=NC2C=CC=CC1=2)=[N+](C)C)C.[B-](F)(F)(F)F.C(N(C(C)C)CC)(C)C.[Cl:49][C:50]1[CH:68]=[CH:67][C:53]2[NH:54][C:55]([CH:57]([NH2:66])[CH2:58][C:59]3[CH:64]=[CH:63][C:62]([OH:65])=[CH:61][CH:60]=3)=[N:56][C:52]=2[CH:51]=1.ClCl. The catalyst is O1CCCC1.ClCCl.CO. The product is [Cl:49][C:50]1[CH:68]=[CH:67][C:53]2[NH:54][C:55]([CH:57]([NH:66][C:5](=[O:7])[C:4]3[CH:8]=[CH:9][C:10]([C:11]([N:13]4[CH2:17][CH2:16][CH2:15][CH2:14]4)=[O:12])=[C:2]([CH3:1])[CH:3]=3)[CH2:58][C:59]3[CH:60]=[CH:61][C:62]([OH:65])=[CH:63][CH:64]=3)=[N:56][C:52]=2[CH:51]=1. The yield is 0.640. (2) The reactants are [Br:1][C:2]1[CH:17]=[CH:16][C:5]([CH2:6][CH:7]([C:12]([O:14]C)=[O:13])[C:8]([O:10]C)=[O:9])=[CH:4][CH:3]=1.[OH-].[K+]. The catalyst is C(O)C.O. The product is [Br:1][C:2]1[CH:3]=[CH:4][C:5]([CH2:6][CH:7]([C:8]([OH:10])=[O:9])[C:12]([OH:14])=[O:13])=[CH:16][CH:17]=1. The yield is 0.910. (3) The reactants are [CH:1]1([CH:7]([NH:32][CH:33]=[O:34])[CH:8]([C:25]2[CH:30]=[CH:29][CH:28]=[CH:27][C:26]=2[F:31])[CH2:9][CH2:10][N:11]2[CH2:16][CH2:15][N:14]([C:17]3[CH:22]=[CH:21][CH:20]=[CH:19][C:18]=3[O:23][CH3:24])[CH2:13][CH2:12]2)[CH2:6][CH2:5][CH2:4][CH2:3][CH2:2]1.[C:35]([O-])([O-])=[O:36].[K+].[K+]. No catalyst specified. The product is [CH:1]1([CH:7]([NH:32][CH:33]=[O:34])[CH:8]([C:25]2[CH:30]=[CH:29][CH:28]=[CH:27][C:26]=2[F:31])[CH2:9][CH2:10][N:11]2[CH2:12][CH2:13][N:14]([C:17]3[C:18]4[O:23][CH2:24][CH2:35][O:36][C:19]=4[CH:20]=[CH:21][CH:22]=3)[CH2:15][CH2:16]2)[CH2:2][CH2:3][CH2:4][CH2:5][CH2:6]1. The yield is 0.501. (4) The reactants are [Cl:1][C:2]1[CH:7]=[C:6](I)[CH:5]=[C:4]([Cl:9])[N:3]=1.C(=O)([O-])[O-].[K+].[K+].[C:16]([O:20][C:21](=[O:40])[NH:22][CH2:23][C:24]1[CH:29]=[CH:28][C:27](B2OC(C)(C)C(C)(C)O2)=[CH:26][C:25]=1[F:39])([CH3:19])([CH3:18])[CH3:17]. The catalyst is C1C=CC([P]([Pd]([P](C2C=CC=CC=2)(C2C=CC=CC=2)C2C=CC=CC=2)([P](C2C=CC=CC=2)(C2C=CC=CC=2)C2C=CC=CC=2)[P](C2C=CC=CC=2)(C2C=CC=CC=2)C2C=CC=CC=2)(C2C=CC=CC=2)C2C=CC=CC=2)=CC=1.CN(C=O)C. The product is [C:16]([O:20][C:21](=[O:40])[NH:22][CH2:23][C:24]1[CH:29]=[CH:28][C:27]([C:6]2[CH:7]=[C:2]([Cl:1])[N:3]=[C:4]([Cl:9])[CH:5]=2)=[CH:26][C:25]=1[F:39])([CH3:19])([CH3:17])[CH3:18]. The yield is 0.590.